Dataset: Forward reaction prediction with 1.9M reactions from USPTO patents (1976-2016). Task: Predict the product of the given reaction. (1) Given the reactants N1C2C(=CC=CC=2)C=CC=1.[CH2:11]1[C:21]2=[C:22]3[C:17](=[CH:18][CH:19]=[CH:20]2)[CH:16]=[CH:15][CH:14]=[C:13]3[CH2:12]1.[NH2:23][C:24]1[CH:25]=[C:26]([CH:30]=[CH:31][C:32]=1[NH2:33])[C:27]([OH:29])=[O:28], predict the reaction product. The product is: [CH:20]1[C:21]2[C:11]3[C:12]([C:13]4[C:22]=2[C:17]([CH:16]=[CH:15][CH:14]=4)=[CH:18][CH:19]=1)=[N:23][C:24]1[C:32](=[CH:31][CH:30]=[C:26]([C:27]([OH:29])=[O:28])[CH:25]=1)[N:33]=3. (2) Given the reactants CS[C:3]1[NH:4][C:5](=[O:14])[C:6]([C:9]([O:11][CH2:12][CH3:13])=[O:10])=[CH:7][N:8]=1.[NH:15]1[C:23]2[C:18](=[CH:19][CH:20]=[C:21]([NH2:24])[CH:22]=2)[CH:17]=[N:16]1, predict the reaction product. The product is: [NH:15]1[C:23]2[C:18](=[CH:19][CH:20]=[C:21]([NH:24][C:3]3[NH:4][C:5](=[O:14])[C:6]([C:9]([O:11][CH2:12][CH3:13])=[O:10])=[CH:7][N:8]=3)[CH:22]=2)[CH:17]=[N:16]1.